From a dataset of Reaction yield outcomes from USPTO patents with 853,638 reactions. Predict the reaction yield, written as a fraction of the theoretical maximum amount of product (1.0 means a 100% yield; for example, 0.34 means a 34% yield). (1) The reactants are C(OC([N:8]1[CH2:13][CH2:12][N:11]([C:14]2[N:15]([CH2:29][CH3:30])[C:16]3[C:21]([C:22]=2[C:23]#[N:24])=[CH:20][CH:19]=[C:18]([C:25]([F:28])([F:27])[F:26])[CH:17]=3)[CH2:10][CH2:9]1)=O)(C)(C)C.C(O)(C(F)(F)F)=O. The catalyst is ClCCl. The product is [CH2:29]([N:15]1[C:16]2[C:21](=[CH:20][CH:19]=[C:18]([C:25]([F:27])([F:28])[F:26])[CH:17]=2)[C:22]([C:23]#[N:24])=[C:14]1[N:11]1[CH2:10][CH2:9][NH:8][CH2:13][CH2:12]1)[CH3:30]. The yield is 1.00. (2) The reactants are [CH2:1]([C:3]1[C:7]([CH:8]=O)=[CH:6][NH:5][N:4]=1)[CH3:2].[C:10]([O:19]CC)(=O)[CH2:11][CH2:12][C:13]([O:15][CH2:16][CH3:17])=[O:14].[CH3:22]C([O-])(C)C.[K+]. The catalyst is C(O)(C)(C)C. The product is [CH2:1]([C:3]1[C:7]([CH:8]=[C:12]([CH2:11][C:10](=[O:19])[CH3:22])[C:13]([O:15][CH2:16][CH3:17])=[O:14])=[CH:6][NH:5][N:4]=1)[CH3:2]. The yield is 1.00. (3) The reactants are [NH2:1][C:2]1[CH:3]=[C:4]2[C:13](=[CH:14][C:15]=1[CH:16]1[CH2:18][CH2:17]1)[O:12][CH2:11][C:10]1[N:5]2[CH:6]([CH3:20])[C:7](=[O:19])[NH:8][N:9]=1.O=[C:22]1[CH2:25][N:24]([C:26]([O:28][C:29]([CH3:32])([CH3:31])[CH3:30])=[O:27])[CH2:23]1.C([BH3-])#N.[Na+]. The catalyst is CCO.CC(O)=O. The product is [C:29]([O:28][C:26]([N:24]1[CH2:25][CH:22]([NH:1][C:2]2[CH:3]=[C:4]3[C:13](=[CH:14][C:15]=2[CH:16]2[CH2:17][CH2:18]2)[O:12][CH2:11][C:10]2[N:5]3[CH:6]([CH3:20])[C:7](=[O:19])[NH:8][N:9]=2)[CH2:23]1)=[O:27])([CH3:32])([CH3:30])[CH3:31]. The yield is 0.410. (4) The catalyst is C(Cl)Cl.C(OCC(C)C)(=O)C. The yield is 0.655. The reactants are C([O:8][C@@H:9]([CH2:38][O:39]CC1C=CC=CC=1)[CH2:10][C:11]1([S:14]([NH:17][C:18]2[C:26]3[O:25][CH:24]=[CH:23][C:22]=3[C:21]([F:27])=[C:20]([F:28])[C:19]=2[NH:29][C:30]2[CH:35]=[CH:34][C:33]([I:36])=[CH:32][C:31]=2[F:37])(=[O:16])=[O:15])[CH2:13][CH2:12]1)C1C=CC=CC=1.B(Cl)(Cl)Cl.Cl.CCCCCCC. The product is [F:27][C:21]1[C:22]2[CH:23]=[CH:24][O:25][C:26]=2[C:18]([NH:17][S:14]([C:11]2([CH2:10][C@@H:9]([OH:8])[CH2:38][OH:39])[CH2:12][CH2:13]2)(=[O:15])=[O:16])=[C:19]([NH:29][C:30]2[CH:35]=[CH:34][C:33]([I:36])=[CH:32][C:31]=2[F:37])[C:20]=1[F:28]. (5) The reactants are [N:1]1[C:6]2[NH:7][C@@H:8]3[CH2:13][N:12]([C:5]=2[CH:4]=[CH:3][C:2]=1[N:14]1[CH2:20][CH2:19][CH2:18][N:17]([C:21]([O:23][C:24]([CH3:27])([CH3:26])[CH3:25])=[O:22])[CH2:16][CH2:15]1)[CH2:11][CH2:10][CH2:9]3.C1([O:34][C:35](=O)[NH:36][C:37]2[CH:42]=[CH:41][N:40]=[CH:39][N:38]=2)C=CC=CC=1. The catalyst is CN(C)C1C=CN=CC=1.C(#N)C. The product is [N:40]1[CH:41]=[CH:42][C:37]([NH:36][C:35]([N:7]2[C@@H:8]3[CH2:13][N:12]([CH2:11][CH2:10][CH2:9]3)[C:5]3[CH:4]=[CH:3][C:2]([N:14]4[CH2:20][CH2:19][CH2:18][N:17]([C:21]([O:23][C:24]([CH3:27])([CH3:26])[CH3:25])=[O:22])[CH2:16][CH2:15]4)=[N:1][C:6]2=3)=[O:34])=[N:38][CH:39]=1. The yield is 0.550. (6) The reactants are [Cl:1][C:2]1[C:3]([I:13])=[CH:4][C:5]([O:11][CH3:12])=[C:6]([CH:10]=1)[C:7]([OH:9])=O.[N:14]1([C:20]([O:22][C:23]([CH3:26])([CH3:25])[CH3:24])=[O:21])[CH2:19][CH2:18][NH:17][CH2:16][CH2:15]1.F[P-](F)(F)(F)(F)F.N1(O[P+](N(C)C)(N(C)C)N(C)C)C2C=CC=CC=2N=N1.CCN(C(C)C)C(C)C. The catalyst is CN(C=O)C. The product is [Cl:1][C:2]1[C:3]([I:13])=[CH:4][C:5]([O:11][CH3:12])=[C:6]([CH:10]=1)[C:7]([N:17]1[CH2:16][CH2:15][N:14]([C:20]([O:22][C:23]([CH3:26])([CH3:25])[CH3:24])=[O:21])[CH2:19][CH2:18]1)=[O:9]. The yield is 0.760. (7) The reactants are [H-].[Na+].[N:3]1[CH:8]=[CH:7][C:6]([N:9]2[CH2:13][CH2:12][NH:11][C:10]2=[O:14])=[CH:5][CH:4]=1.CN(C=O)C.Br[CH2:21][C:22]([O:24][C:25]([CH3:28])([CH3:27])[CH3:26])=[O:23]. The product is [O:14]=[C:10]1[N:9]([C:6]2[CH:5]=[CH:4][N:3]=[CH:8][CH:7]=2)[CH2:13][CH2:12][N:11]1[CH2:21][C:22]([O:24][C:25]([CH3:28])([CH3:27])[CH3:26])=[O:23]. The catalyst is O. The yield is 0.680. (8) The reactants are CC(C)([O-])C.[Na+].[C:7]1([NH:13][C:14]2[CH:19]=[CH:18][CH:17]=[C:16]([C:20]3[N:21]([C:25]4[CH:30]=[CH:29][CH:28]=[CH:27][CH:26]=4)[CH:22]=[CH:23][N:24]=3)[CH:15]=2)[CH:12]=[CH:11][CH:10]=[CH:9][CH:8]=1.Br[C:32]1[CH:33]=[C:34]([C:38]2[N:39]([C:43]3[CH:48]=[CH:47][CH:46]=[CH:45][CH:44]=3)[CH:40]=[CH:41][N:42]=2)[CH:35]=[CH:36][CH:37]=1.C1(P(C2CCCCC2)C2C=CC=CC=2C2C(OC)=CC=CC=2OC)CCCCC1. The catalyst is C1(C)C=CC=CC=1. The product is [C:7]1([N:13]([C:36]2[CH:37]=[CH:32][CH:33]=[C:34]([C:38]3[N:39]([C:43]4[CH:48]=[CH:47][CH:46]=[CH:45][CH:44]=4)[CH:40]=[CH:41][N:42]=3)[CH:35]=2)[C:14]2[CH:19]=[CH:18][CH:17]=[C:16]([C:20]3[N:21]([C:25]4[CH:26]=[CH:27][CH:28]=[CH:29][CH:30]=4)[CH:22]=[CH:23][N:24]=3)[CH:15]=2)[CH:8]=[CH:9][CH:10]=[CH:11][CH:12]=1. The yield is 0.362. (9) The reactants are [O:1]1[C:11]2[C:6](=[CH:7][CH:8]=[CH:9][CH:10]=2)[CH:5]=[C:4]([C:12]([NH:14][C@H:15]([C:26]([O:28]C)=[O:27])[CH2:16][C:17]2[C:25]3[C:20](=[CH:21][CH:22]=[CH:23][CH:24]=3)[NH:19][CH:18]=2)=[O:13])[C:2]1=[O:3].[OH-].[Na+]. The catalyst is CO. The product is [O:1]1[C:11]2[C:6](=[CH:7][CH:8]=[CH:9][CH:10]=2)[CH:5]=[C:4]([C:12]([NH:14][C@H:15]([C:26]([OH:28])=[O:27])[CH2:16][C:17]2[C:25]3[C:20](=[CH:21][CH:22]=[CH:23][CH:24]=3)[NH:19][CH:18]=2)=[O:13])[C:2]1=[O:3]. The yield is 0.990. (10) The reactants are [CH:1](=O)[C:2]1[CH:7]=[CH:6][CH:5]=[CH:4][CH:3]=1.[O:9]=[C:10]([CH:12](P(=O)(OCC)OCC)[CH2:13][CH2:14][CH2:15][CH2:16][CH2:17][CH3:18])[CH3:11]. No catalyst specified. The product is [CH:1](=[C:12](/[CH2:13][CH2:14][CH2:15][CH2:16][CH2:17][CH3:18])\[C:10](=[O:9])[CH3:11])/[C:2]1[CH:7]=[CH:6][CH:5]=[CH:4][CH:3]=1. The yield is 0.160.